Dataset: Reaction yield outcomes from USPTO patents with 853,638 reactions. Task: Predict the reaction yield, written as a fraction of the theoretical maximum amount of product (1.0 means a 100% yield; for example, 0.34 means a 34% yield). (1) The reactants are [CH2:1]([NH:8][C:9]1[N:14]2[N:15]=[CH:16][C:17]([C:18]([O:20][CH2:21][CH3:22])=[O:19])=[C:13]2[N:12]=[CH:11][C:10]=1[C:23]([O:25]C)=[O:24])[C:2]1[CH:7]=[CH:6][CH:5]=[CH:4][CH:3]=1.[I-].[Li+].Cl. The catalyst is N1C=CC=CC=1. The product is [CH2:1]([NH:8][C:9]1[N:14]2[N:15]=[CH:16][C:17]([C:18]([O:20][CH2:21][CH3:22])=[O:19])=[C:13]2[N:12]=[CH:11][C:10]=1[C:23]([OH:25])=[O:24])[C:2]1[CH:3]=[CH:4][CH:5]=[CH:6][CH:7]=1. The yield is 0.850. (2) The reactants are [CH2:1]([O:3][C:4](=[O:18])[C:5]1[CH:10]=[C:9]([O:11][CH2:12][CH3:13])[C:8]([NH2:14])=[C:7]([O:15][CH2:16][CH3:17])[CH:6]=1)[CH3:2].C(O)(=O)C.CO[CH:25]1[CH2:29][CH2:28][CH:27](OC)O1. The catalyst is CCCCCCC. The product is [CH2:1]([O:3][C:4](=[O:18])[C:5]1[CH:10]=[C:9]([O:11][CH2:12][CH3:13])[C:8]([N:14]2[CH:25]=[CH:29][CH:28]=[CH:27]2)=[C:7]([O:15][CH2:16][CH3:17])[CH:6]=1)[CH3:2]. The yield is 0.820. (3) The catalyst is N1C=CC=CC=1. The reactants are [C@@H:1]1([N:9]2[C:13]3=[N:14][CH:15]=[N:16][C:17]([O:18][CH3:19])=[C:12]3[C:11]([I:20])=[N:10]2)[O:6][C@H:5]([CH2:7][OH:8])[C@@H:3]([OH:4])[CH2:2]1.[C:21]([Si:25]([C:33]1[CH:38]=[CH:37][CH:36]=[CH:35][CH:34]=1)([C:27]1[CH:32]=[CH:31][CH:30]=[CH:29][CH:28]=1)Cl)([CH3:24])([CH3:23])[CH3:22]. The product is [Si:25]([CH:7]([OH:8])[C@H:5]1[O:6][C@@H:1]([N:9]2[C:13]3=[N:14][CH:15]=[N:16][C:17]([O:18][CH3:19])=[C:12]3[C:11]([I:20])=[N:10]2)[CH2:2][C@@H:3]1[OH:4])([C:21]([CH3:24])([CH3:23])[CH3:22])([C:33]1[CH:34]=[CH:35][CH:36]=[CH:37][CH:38]=1)[C:27]1[CH:32]=[CH:31][CH:30]=[CH:29][CH:28]=1. The yield is 0.900. (4) The reactants are [CH3:1][C:2]1[CH:7]=[CH:6][C:5](OS(C(F)(F)F)(=O)=O)=[C:4]([N+:16]([O-:18])=[O:17])[CH:3]=1.[SH:19][C:20]1[CH:25]=[CH:24][C:23]([NH:26][C:27](=[O:29])[CH3:28])=[CH:22][CH:21]=1. No catalyst specified. The product is [CH3:1][C:2]1[CH:7]=[CH:6][C:5]([S:19][C:20]2[CH:21]=[CH:22][C:23]([NH:26][C:27](=[O:29])[CH3:28])=[CH:24][CH:25]=2)=[C:4]([N+:16]([O-:18])=[O:17])[CH:3]=1. The yield is 0.980. (5) The reactants are Cl[C:2]1[C:3]([C:13]([O:15][CH2:16][CH3:17])=[O:14])=[N:4][C:5]2[C:10]([N:11]=1)=[CH:9][C:8]([F:12])=[CH:7][CH:6]=2.[CH3:18]B1OB(C)OB(C)O1.C(=O)([O-])[O-].[K+].[K+]. The catalyst is O1CCOCC1.C1C=CC(P(C2C=CC=CC=2)[C-]2C=CC=C2)=CC=1.C1C=CC(P(C2C=CC=CC=2)[C-]2C=CC=C2)=CC=1.Cl[Pd]Cl.[Fe+2]. The product is [F:12][C:8]1[CH:9]=[C:10]2[C:5](=[CH:6][CH:7]=1)[N:4]=[C:3]([C:13]([O:15][CH2:16][CH3:17])=[O:14])[C:2]([CH3:18])=[N:11]2. The yield is 0.780. (6) The reactants are [F:1][C:2]([F:19])([F:18])[O:3][C:4]1[CH:13]=[CH:12][C:11]2[NH:10]C(=O)[N:8]3[N:15]=[CH:16][N:17]=[C:7]3[C:6]=2[CH:5]=1.BrC1C=CC2NC(=O)N3N=CN=C3C=2C=1. No catalyst specified. The product is [F:19][C:2]([F:1])([F:18])[O:3][C:4]1[CH:13]=[CH:12][C:11]([NH2:10])=[C:6]([C:7]2[NH:8][N:15]=[CH:16][N:17]=2)[CH:5]=1. The yield is 0.650.